From a dataset of Full USPTO retrosynthesis dataset with 1.9M reactions from patents (1976-2016). Predict the reactants needed to synthesize the given product. (1) Given the product [F:33][C:10]1[CH:11]=[C:12]([C:16]2[O:17][C:18]3[CH:24]=[C:23]([O:25][CH2:26][C@@H:27]([NH:29][C:30](=[O:32])[CH3:31])[CH3:28])[CH:22]=[CH:21][C:19]=3[N:20]=2)[CH:13]=[C:14]([F:15])[C:9]=1[O:8][CH2:1][C:2]1([F:34])[CH2:7][CH2:6]1, predict the reactants needed to synthesize it. The reactants are: [CH2:1]([O:8][C:9]1[C:14]([F:15])=[CH:13][C:12]([C:16]2[O:17][C:18]3[CH:24]=[C:23]([O:25][CH2:26][C@@H:27]([NH:29][C:30](=[O:32])[CH3:31])[CH3:28])[CH:22]=[CH:21][C:19]=3[N:20]=2)=[CH:11][C:10]=1[F:33])[C:2]1[CH:7]=[CH:6]C=CC=1.[F:34]C1(CO)CC1. (2) Given the product [OH:4][C@H:5]1[C:9]2[N:10]=[CH:11][N:12]=[C:13]([N:14]3[CH2:19][CH2:18][N:17]([C:20]([O:22][C:23]([CH3:26])([CH3:25])[CH3:24])=[O:21])[CH2:16][C@@H:15]3[CH3:27])[C:8]=2[C@H:7]([CH3:28])[CH2:6]1, predict the reactants needed to synthesize it. The reactants are: C([O:4][C@H:5]1[C:9]2[N:10]=[CH:11][N:12]=[C:13]([N:14]3[CH2:19][CH2:18][N:17]([C:20]([O:22][C:23]([CH3:26])([CH3:25])[CH3:24])=[O:21])[CH2:16][C@@H:15]3[CH3:27])[C:8]=2[C@H:7]([CH3:28])[CH2:6]1)(=O)C.[Li+].[OH-].